Dataset: Reaction yield outcomes from USPTO patents with 853,638 reactions. Task: Predict the reaction yield, written as a fraction of the theoretical maximum amount of product (1.0 means a 100% yield; for example, 0.34 means a 34% yield). (1) The reactants are [H-].[Na+].[Br:3][C:4]1[C:5]2[CH:13]=[CH:12][N:11]([S:14]([C:17]3[CH:23]=[CH:22][C:20]([CH3:21])=[CH:19][CH:18]=3)(=[O:16])=[O:15])[C:6]=2[C:7](=[O:10])[NH:8][CH:9]=1.I[CH3:25].O. The catalyst is CN(C)C=O. The product is [Br:3][C:4]1[C:5]2[CH:13]=[CH:12][N:11]([S:14]([C:17]3[CH:23]=[CH:22][C:20]([CH3:21])=[CH:19][CH:18]=3)(=[O:16])=[O:15])[C:6]=2[C:7](=[O:10])[N:8]([CH3:25])[CH:9]=1. The yield is 0.960. (2) The reactants are CC1(C)COB([C:8]2[CH:13]=[CH:12][C:11]([C:14]3([OH:18])[CH2:17][CH2:16][CH2:15]3)=[C:10]([O:19][CH3:20])[CH:9]=2)OC1.Br[C:23]1[CH:24]=[C:25]2[C:29](=[CH:30][C:31]=1[Cl:32])[NH:28][N:27]=[C:26]2[C:33]([OH:35])=[O:34].C(=O)([O-])[O-].[K+].[K+].OS([O-])(=O)=O.[Na+]. The catalyst is C(OCC)(=O)C.CS(C)=O.C1C=CC(P(C2C=CC=CC=2)[C-]2C=CC=C2)=CC=1.C1C=CC(P(C2C=CC=CC=2)[C-]2C=CC=C2)=CC=1.Cl[Pd]Cl.[Fe+2].CCO.C1COCC1.C1(C)C=CC=CC=1. The product is [Cl:32][C:31]1[CH:30]=[C:29]2[C:25]([C:26]([C:33]([OH:35])=[O:34])=[N:27][NH:28]2)=[CH:24][C:23]=1[C:8]1[CH:13]=[CH:12][C:11]([C:14]2([OH:18])[CH2:15][CH2:16][CH2:17]2)=[C:10]([O:19][CH3:20])[CH:9]=1. The yield is 0.100.